Dataset: NCI-60 drug combinations with 297,098 pairs across 59 cell lines. Task: Regression. Given two drug SMILES strings and cell line genomic features, predict the synergy score measuring deviation from expected non-interaction effect. (1) Drug 1: CCC(=C(C1=CC=CC=C1)C2=CC=C(C=C2)OCCN(C)C)C3=CC=CC=C3.C(C(=O)O)C(CC(=O)O)(C(=O)O)O. Drug 2: CC1=C(C=C(C=C1)C(=O)NC2=CC(=CC(=C2)C(F)(F)F)N3C=C(N=C3)C)NC4=NC=CC(=N4)C5=CN=CC=C5. Cell line: SN12C. Synergy scores: CSS=-3.06, Synergy_ZIP=5.18, Synergy_Bliss=5.05, Synergy_Loewe=2.79, Synergy_HSA=-0.852. (2) Drug 1: CCC(=C(C1=CC=CC=C1)C2=CC=C(C=C2)OCCN(C)C)C3=CC=CC=C3.C(C(=O)O)C(CC(=O)O)(C(=O)O)O. Drug 2: C1CN(P(=O)(OC1)NCCCl)CCCl. Cell line: A549. Synergy scores: CSS=-1.31, Synergy_ZIP=-1.13, Synergy_Bliss=-2.32, Synergy_Loewe=-7.36, Synergy_HSA=-2.85.